This data is from Full USPTO retrosynthesis dataset with 1.9M reactions from patents (1976-2016). The task is: Predict the reactants needed to synthesize the given product. (1) Given the product [NH2:8][C:9]1[C:10]2[N:11]([C:31]([C:35]#[N:36])=[CH:32][N:33]=2)[CH2:12][C@:13]([C:16]2[CH:17]=[C:18]([NH:23][C:24](=[O:30])[O:25][C:26]([CH3:27])([CH3:29])[CH3:28])[CH:19]=[CH:20][C:21]=2[F:22])([CH3:15])[N:14]=1, predict the reactants needed to synthesize it. The reactants are: C(OC([NH:8][C:9]1[C:10]2[N:11]([C:31](I)=[CH:32][N:33]=2)[CH2:12][C@:13]([C:16]2[CH:17]=[C:18]([NH:23][C:24](=[O:30])[O:25][C:26]([CH3:29])([CH3:28])[CH3:27])[CH:19]=[CH:20][C:21]=2[F:22])([CH3:15])[N:14]=1)=O)(C)(C)C.[CH3:35][N:36](C=O)C. (2) The reactants are: [CH3:1][C:2]([CH3:40])([CH3:39])[C:3]([C:5]1[C:13]2[C:8](=[N:9][CH:10]=[C:11]([C:14]3[CH:15]=[C:16]([N:20]4[CH2:24][CH2:23][C:22]([CH2:26][O:27]C(=O)C)([CH3:25])[CH2:21]4)[CH:17]=[CH:18][CH:19]=3)[N:12]=2)[N:7](COCC[Si](C)(C)C)[CH:6]=1)=[O:4].C([O-])(=O)C.CO.O. Given the product [OH:27][CH2:26][C:22]1([CH3:25])[CH2:23][CH2:24][N:20]([C:16]2[CH:15]=[C:14]([C:11]3[N:12]=[C:13]4[C:5]([C:3](=[O:4])[C:2]([CH3:39])([CH3:1])[CH3:40])=[CH:6][NH:7][C:8]4=[N:9][CH:10]=3)[CH:19]=[CH:18][CH:17]=2)[CH2:21]1, predict the reactants needed to synthesize it. (3) Given the product [S:28]([O:19][CH2:1][CH2:2][CH2:3][CH2:4][CH2:5][CH2:6][CH2:7][CH2:8]/[CH:9]=[CH:10]\[CH2:11]/[CH:12]=[CH:13]\[CH2:14][CH2:15][CH2:16][CH2:17][CH3:18])(=[O:30])(=[O:29])[CH3:27], predict the reactants needed to synthesize it. The reactants are: [CH2:1]([OH:19])[CH2:2][CH2:3][CH2:4][CH2:5][CH2:6][CH2:7][CH2:8]/[CH:9]=[CH:10]\[CH2:11]/[CH:12]=[CH:13]\[CH2:14][CH2:15][CH2:16][CH2:17][CH3:18].C(N(CC)CC)C.[CH3:27][S:28](Cl)(=[O:30])=[O:29]. (4) Given the product [ClH:24].[Cl:24][C:4]1[CH:3]=[C:2]([N:27]2[C@H:26]([CH3:25])[CH2:30][O:29][C:28]2=[O:31])[CH:7]=[CH:6][C:5]=1[C:8]([N:10]1[CH2:15][CH2:14][N:13]([C:16]2[C:21]([CH3:22])=[CH:20][C:19]([CH3:23])=[CH:18][N:17]=2)[CH2:12][CH2:11]1)=[O:9], predict the reactants needed to synthesize it. The reactants are: Br[C:2]1[CH:7]=[CH:6][C:5]([C:8]([N:10]2[CH2:15][CH2:14][N:13]([C:16]3[C:21]([CH3:22])=[CH:20][C:19]([CH3:23])=[CH:18][N:17]=3)[CH2:12][CH2:11]2)=[O:9])=[C:4]([Cl:24])[CH:3]=1.[CH3:25][C@@H:26]1[CH2:30][O:29][C:28](=[O:31])[NH:27]1. (5) Given the product [ClH:36].[Cl:36][C:33]1[CH:34]=[CH:35][C:30]([CH:2]([C:24]2[N:28]([CH3:29])[CH:27]=[N:26][CH:25]=2)[C:3]2[CH:4]=[C:5]3[C:10](=[CH:11][CH:12]=2)[N:9]([CH3:13])[C:8](=[O:14])[CH:7]=[C:6]3[C:15]2[CH:20]=[CH:19][CH:18]=[C:17]([O:21][CH2:22][CH3:23])[CH:16]=2)=[CH:31][CH:32]=1, predict the reactants needed to synthesize it. The reactants are: N[C:2]([C:30]1[CH:35]=[CH:34][C:33]([Cl:36])=[CH:32][CH:31]=1)([C:24]1[N:28]([CH3:29])[CH:27]=[N:26][CH:25]=1)[C:3]1[CH:4]=[C:5]2[C:10](=[CH:11][CH:12]=1)[N:9]([CH3:13])[C:8](=[O:14])[CH:7]=[C:6]2[C:15]1[CH:20]=[CH:19][CH:18]=[C:17]([O:21][CH2:22][CH3:23])[CH:16]=1.CN1C2C(=CC=CC=2)C(C2C=CC=C(CCC)C=2)=CC1=O. (6) Given the product [ClH:12].[NH2:1][C:2]1([C:7]([NH2:15])=[O:9])[CH2:6][CH2:5][CH2:4][CH2:3]1, predict the reactants needed to synthesize it. The reactants are: [NH2:1][C:2]1([C:7]([OH:9])=O)[CH2:6][CH2:5][CH2:4][CH2:3]1.[OH-].[Na+].[ClH:12].CC[N:15]=C=NCCCN(C)C.C1C=CC2N(O)N=NC=2C=1.N. (7) Given the product [C:11]1([S:8]([C:5]2[CH:6]=[CH:7][C:2]([C:24]3[CH:23]=[C:22]([F:21])[CH:27]=[CH:26][C:25]=3[O:31][CH3:32])=[CH:3][C:4]=2[C:17]([F:20])([F:19])[F:18])(=[O:10])=[O:9])[CH:16]=[CH:15][CH:14]=[CH:13][CH:12]=1, predict the reactants needed to synthesize it. The reactants are: Br[C:2]1[CH:7]=[CH:6][C:5]([S:8]([C:11]2[CH:16]=[CH:15][CH:14]=[CH:13][CH:12]=2)(=[O:10])=[O:9])=[C:4]([C:17]([F:20])([F:19])[F:18])[CH:3]=1.[F:21][C:22]1[CH:23]=[CH:24][C:25]([O:31][CH3:32])=[C:26](B(O)O)[CH:27]=1. (8) Given the product [OH:38][C:2]1[N:3]([CH2:22][C:23]2[CH:28]=[CH:27][CH:26]=[C:25]([CH2:29][C:30]([O:32][CH3:33])=[O:31])[CH:24]=2)[C:4]2[C:9]([N:10]=1)=[C:8]([NH2:11])[N:7]=[C:6]([O:12][CH2:13][CH2:14][S:15][C:16]1[CH:21]=[CH:20][CH:19]=[CH:18][CH:17]=1)[N:5]=2, predict the reactants needed to synthesize it. The reactants are: Br[C:2]1[N:3]([CH2:22][C:23]2[CH:28]=[CH:27][CH:26]=[C:25]([CH2:29][C:30]([O:32][CH3:33])=[O:31])[CH:24]=2)[C:4]2[C:9]([N:10]=1)=[C:8]([NH2:11])[N:7]=[C:6]([O:12][CH2:13][CH2:14][S:15][C:16]1[CH:21]=[CH:20][CH:19]=[CH:18][CH:17]=1)[N:5]=2.CO.Cl.C(=O)([O-])[OH:38].[Na+].